From a dataset of Catalyst prediction with 721,799 reactions and 888 catalyst types from USPTO. Predict which catalyst facilitates the given reaction. (1) Reactant: [CH3:1][O:2][C:3](=[O:22])[CH2:4][C:5]1[CH:10]=[CH:9][C:8]([NH:11][C:12]2[C:17]([N+:18]([O-])=O)=[CH:16][CH:15]=[CH:14][N:13]=2)=[CH:7][C:6]=1[CH3:21]. Product: [CH3:1][O:2][C:3](=[O:22])[CH2:4][C:5]1[CH:10]=[CH:9][C:8]([NH:11][C:12]2[C:17]([NH2:18])=[CH:16][CH:15]=[CH:14][N:13]=2)=[CH:7][C:6]=1[CH3:21]. The catalyst class is: 181. (2) Reactant: C([N:8]1[CH2:13][CH2:12][N:11]([C:14]2[N:15]=[N:16][C:17]([C:22]3[CH:27]=[CH:26][C:25]([F:28])=[CH:24][CH:23]=3)=[C:18]([CH3:21])[C:19]=2[CH3:20])[CH:10]([CH3:29])[CH2:9]1)C1C=CC=CC=1. Product: [F:28][C:25]1[CH:24]=[CH:23][C:22]([C:17]2[N:16]=[N:15][C:14]([N:11]3[CH2:12][CH2:13][NH:8][CH2:9][CH:10]3[CH3:29])=[C:19]([CH3:20])[C:18]=2[CH3:21])=[CH:27][CH:26]=1. The catalyst class is: 50. (3) Reactant: [CH2:1]([O:3][P:4]([CH:9]([C:35]#[N:36])[CH2:10][C:11]([CH3:34])=[CH:12][CH2:13][C:14]1[C:15]([O:27]CC[Si](C)(C)C)=[C:16]2[C:20](=[C:21]([CH3:25])[C:22]=1[O:23][CH3:24])[CH2:19][O:18][C:17]2=[O:26])(=[O:8])[O:5][CH2:6][CH3:7])[CH3:2]. Product: [CH2:1]([O:3][P:4]([CH:9]([C:35]#[N:36])[CH2:10][C:11]([CH3:34])=[CH:12][CH2:13][C:14]1[C:15]([OH:27])=[C:16]2[C:20](=[C:21]([CH3:25])[C:22]=1[O:23][CH3:24])[CH2:19][O:18][C:17]2=[O:26])(=[O:8])[O:5][CH2:6][CH3:7])[CH3:2]. The catalyst class is: 137. (4) The catalyst class is: 2. Reactant: [Br:1][C:2]1[CH:3]=[C:4]([F:17])[CH:5]=[C:6]2[C:11]=1[N:10]=[C:9]([C:12](OCC)=[O:13])[CH:8]=[CH:7]2.CC(C[AlH]CC(C)C)C. Product: [Br:1][C:2]1[CH:3]=[C:4]([F:17])[CH:5]=[C:6]2[C:11]=1[N:10]=[C:9]([CH2:12][OH:13])[CH:8]=[CH:7]2. (5) Reactant: C(OC(=O)[NH:10][C:11]12[CH2:20][CH:15]3[CH2:16][CH:17]([CH2:19][CH:13]([C:14]3=[S:21])[CH2:12]1)[CH2:18]2)C1C=CC=CC=1.Br. Product: [NH2:10][C:11]12[CH2:20][CH:15]3[CH2:16][CH:17]([CH2:19][CH:13]([C:14]3=[S:21])[CH2:12]1)[CH2:18]2. The catalyst class is: 28.